Dataset: Full USPTO retrosynthesis dataset with 1.9M reactions from patents (1976-2016). Task: Predict the reactants needed to synthesize the given product. (1) Given the product [N:9]1([C:12]([O:14][C:15]([CH3:18])([CH3:17])[CH3:16])=[O:13])[CH2:8][CH:7]=[CH:6][CH2:11][CH2:10]1, predict the reactants needed to synthesize it. The reactants are: CS(O[CH:6]1[CH2:11][CH2:10][N:9]([C:12]([O:14][C:15]([CH3:18])([CH3:17])[CH3:16])=[O:13])[CH2:8][CH2:7]1)(=O)=O.C1CCN2C(=NCCC2)CC1. (2) The reactants are: [OH:1][CH2:2][C:3]([CH3:8])([CH3:7])[C:4]([OH:6])=O.CN(C(ON1N=NC2C=CC=NC1=2)=[N+](C)C)C.F[P-](F)(F)(F)(F)F.[CH3:33][O:34][C:35]1[CH:49]=[C:48]2[C:38]([C:39](=[O:50])[CH2:40][C:41]3([O:47]2)[CH2:46][CH2:45][NH:44][CH2:43][CH2:42]3)=[CH:37][CH:36]=1.Cl.C(N(C(C)C)C(C)C)C. Given the product [OH:1][CH2:2][C:3]([CH3:8])([CH3:7])[C:4]([N:44]1[CH2:45][CH2:46][C:41]2([CH2:40][C:39](=[O:50])[C:38]3[C:48](=[CH:49][C:35]([O:34][CH3:33])=[CH:36][CH:37]=3)[O:47]2)[CH2:42][CH2:43]1)=[O:6], predict the reactants needed to synthesize it. (3) Given the product [C:1]1([CH2:14][O:15][C:25](=[O:32])[CH2:26][CH2:27][CH2:28][C:29]([OH:31])=[O:30])[C:13]2[CH2:12][C:11]3[C:6](=[CH:7][CH:8]=[CH:9][CH:10]=3)[C:5]=2[CH:4]=[CH:3][CH:2]=1, predict the reactants needed to synthesize it. The reactants are: [C:1]1([CH2:14][OH:15])[C:13]2[CH2:12][C:11]3[C:6](=[CH:7][CH:8]=[CH:9][CH:10]=3)[C:5]=2[CH:4]=[CH:3][CH:2]=1.CN(C1C=CC=CN=1)C.[C:25]1(=[O:32])[O:31][C:29](=[O:30])[CH2:28][CH2:27][CH2:26]1. (4) Given the product [Cl:1][C:2]1[CH:3]=[C:4]([CH:26]=[CH:27][C:28]=1[O:29][CH3:30])[CH2:5][NH:6][C:7]1[C:8]2[C:21]3[CH:22]=[CH:23][CH:24]=[CH:25][C:20]=3[S:19][C:9]=2[N:10]=[C:11]([CH2:13][CH2:14][C:15]([OH:17])=[O:16])[N:12]=1, predict the reactants needed to synthesize it. The reactants are: [Cl:1][C:2]1[CH:3]=[C:4]([CH:26]=[CH:27][C:28]=1[O:29][CH3:30])[CH2:5][NH:6][C:7]1[C:8]2[C:21]3[CH:22]=[CH:23][CH:24]=[CH:25][C:20]=3[S:19][C:9]=2[N:10]=[C:11]([CH2:13][CH2:14][C:15]([O:17]C)=[O:16])[N:12]=1.[OH-].[Na+].Cl.